Dataset: Peptide-MHC class II binding affinity with 134,281 pairs from IEDB. Task: Regression. Given a peptide amino acid sequence and an MHC pseudo amino acid sequence, predict their binding affinity value. This is MHC class II binding data. (1) The MHC is HLA-DPA10201-DPB10501 with pseudo-sequence HLA-DPA10201-DPB10501. The peptide sequence is EVELREHGSDEWVAM. The binding affinity (normalized) is 0. (2) The peptide sequence is SEELRSLYNTVATLYCVHQ. The MHC is HLA-DQA10104-DQB10503 with pseudo-sequence HLA-DQA10104-DQB10503. The binding affinity (normalized) is 0.193. (3) The peptide sequence is ISRRDQRGSGQVVTY. The MHC is DRB1_0301 with pseudo-sequence DRB1_0301. The binding affinity (normalized) is 0.353. (4) The peptide sequence is HGSEPCIIHRGKPF. The MHC is HLA-DQA10101-DQB10501 with pseudo-sequence HLA-DQA10101-DQB10501. The binding affinity (normalized) is 0.126. (5) The peptide sequence is NKIVRMYSPTSI. The MHC is DRB1_0401 with pseudo-sequence DRB1_0401. The binding affinity (normalized) is 0.864. (6) The MHC is DRB1_0401 with pseudo-sequence DRB1_0401. The peptide sequence is SNMLILNPTQSDSGI. The binding affinity (normalized) is 0.466. (7) The peptide sequence is VQGLTDLGLLYTAKY. The MHC is DRB1_0101 with pseudo-sequence DRB1_0101. The binding affinity (normalized) is 0.527. (8) The peptide sequence is ELKYFAATQFEPLAA. The MHC is HLA-DQA10501-DQB10301 with pseudo-sequence HLA-DQA10501-DQB10301. The binding affinity (normalized) is 0.341.